From a dataset of Reaction yield outcomes from USPTO patents with 853,638 reactions. Predict the reaction yield, written as a fraction of the theoretical maximum amount of product (1.0 means a 100% yield; for example, 0.34 means a 34% yield). (1) The reactants are [Cl:1][C:2]1[CH:7]=[CH:6][C:5]([S:8]([N:11]([C@H:21]([CH2:25][CH:26]([CH3:28])[CH3:27])[C:22]([NH2:24])=[O:23])[CH2:12][C:13]2[CH:18]=[CH:17][C:16]([CH2:19][OH:20])=[CH:15][CH:14]=2)(=[O:10])=[O:9])=[CH:4][CH:3]=1.CCN(CC)CC.[CH3:36][S:37](Cl)(=[O:39])=[O:38]. The catalyst is C(Cl)Cl. The product is [C:22]([C@H:21]([N:11]([CH2:12][C:13]1[CH:18]=[CH:17][C:16]([CH2:19][O:20][S:37]([CH3:36])(=[O:39])=[O:38])=[CH:15][CH:14]=1)[S:8]([C:5]1[CH:4]=[CH:3][C:2]([Cl:1])=[CH:7][CH:6]=1)(=[O:10])=[O:9])[CH2:25][CH:26]([CH3:28])[CH3:27])(=[O:23])[NH2:24]. The yield is 1.00. (2) The reactants are C[O-].[Na+].[Cl:4][C:5]1[CH:6]=[C:7]2[C:12](=[CH:13][CH:14]=1)[CH:11]=[C:10]([SH:15])[CH:9]=[CH:8]2.Cl[CH2:17][CH2:18][CH2:19][N:20]([CH3:28])[C:21](=[O:27])[O:22][C:23]([CH3:26])([CH3:25])[CH3:24]. The catalyst is CO. The product is [Cl:4][C:5]1[CH:6]=[C:7]2[C:12](=[CH:13][CH:14]=1)[CH:11]=[C:10]([S:15][CH2:17][CH2:18][CH2:19][N:20]([CH3:28])[C:21](=[O:27])[O:22][C:23]([CH3:26])([CH3:25])[CH3:24])[CH:9]=[CH:8]2. The yield is 0.910. (3) The reactants are [Cl:1][C:2]1[S:6][C:5]([S:7](Cl)(=[O:9])=[O:8])=[CH:4][CH:3]=1.[NH2:11][C:12]([CH3:16])([CH3:15])[CH2:13][OH:14]. No catalyst specified. The product is [OH:14][CH2:13][C:12]([NH:11][S:7]([C:5]1[S:6][C:2]([Cl:1])=[CH:3][CH:4]=1)(=[O:9])=[O:8])([CH3:16])[CH3:15]. The yield is 0.770. (4) The reactants are [Cl:1][C:2]1[CH:7]=[C:6](/[CH:8]=[CH:9]/[CH:10]([C:15]2[CH:20]=[C:19]([Cl:21])[CH:18]=[C:17]([Cl:22])[CH:16]=2)[C:11]([F:14])([F:13])[F:12])[CH:5]=[CH:4][C:3]=1[CH2:23][NH2:24].CCN(CC)CC.[CH2:32]([N:34]=[C:35]=[O:36])[CH3:33]. The catalyst is C(Cl)Cl. The product is [Cl:1][C:2]1[CH:7]=[C:6](/[CH:8]=[CH:9]/[CH:10]([C:15]2[CH:16]=[C:17]([Cl:22])[CH:18]=[C:19]([Cl:21])[CH:20]=2)[C:11]([F:13])([F:14])[F:12])[CH:5]=[CH:4][C:3]=1[CH2:23][NH:24][C:35]([NH:34][CH2:32][CH3:33])=[O:36]. The yield is 0.600.